This data is from Merck oncology drug combination screen with 23,052 pairs across 39 cell lines. The task is: Regression. Given two drug SMILES strings and cell line genomic features, predict the synergy score measuring deviation from expected non-interaction effect. (1) Drug 1: O=P1(N(CCCl)CCCl)NCCCO1. Drug 2: Cc1nc(Nc2ncc(C(=O)Nc3c(C)cccc3Cl)s2)cc(N2CCN(CCO)CC2)n1. Cell line: VCAP. Synergy scores: synergy=14.2. (2) Drug 1: O=C(CCCCCCC(=O)Nc1ccccc1)NO. Drug 2: CCN(CC)CCNC(=O)c1c(C)[nH]c(C=C2C(=O)Nc3ccc(F)cc32)c1C. Cell line: SKMEL30. Synergy scores: synergy=-7.29. (3) Drug 1: COc1cc(C2c3cc4c(cc3C(OC3OC5COC(C)OC5C(O)C3O)C3COC(=O)C23)OCO4)cc(OC)c1O. Drug 2: COC1=C2CC(C)CC(OC)C(O)C(C)C=C(C)C(OC(N)=O)C(OC)C=CC=C(C)C(=O)NC(=CC1=O)C2=O. Cell line: SKMES1. Synergy scores: synergy=-1.07. (4) Drug 1: CN1C(=O)C=CC2(C)C3CCC4(C)C(NC(=O)OCC(F)(F)F)CCC4C3CCC12. Drug 2: C=CCn1c(=O)c2cnc(Nc3ccc(N4CCN(C)CC4)cc3)nc2n1-c1cccc(C(C)(C)O)n1. Cell line: NCIH23. Synergy scores: synergy=0.333.